Dataset: Forward reaction prediction with 1.9M reactions from USPTO patents (1976-2016). Task: Predict the product of the given reaction. Given the reactants [Cl:1][C:2]1[C:27]([OH:28])=[N:26][C:5]2[N:6]=[C:7]([N:13]3[CH2:16][CH:15]([N:17](C)[C:18](=O)OC(C)(C)C)[CH2:14]3)[C:8]3[N:9]([CH:10]=[N:11][N:12]=3)[C:4]=2[CH:3]=1.Cl.CCOCC, predict the reaction product. The product is: [ClH:1].[Cl:1][C:2]1[C:27]([OH:28])=[N:26][C:5]2[N:6]=[C:7]([N:13]3[CH2:14][CH:15]([NH:17][CH3:18])[CH2:16]3)[C:8]3[N:9]([CH:10]=[N:11][N:12]=3)[C:4]=2[CH:3]=1.